Dataset: Forward reaction prediction with 1.9M reactions from USPTO patents (1976-2016). Task: Predict the product of the given reaction. (1) Given the reactants [F:1][C:2]1[CH:7]=[CH:6][C:5]([C:8]2[N:12]([CH:13]3[CH2:18][CH2:17][CH2:16][CH2:15][O:14]3)[N:11]=[C:10]([C:19]([OH:21])=O)[CH:9]=2)=[CH:4][CH:3]=1.[I-].ClC1C=CC=C[N+:25]=1C.[Br:31][C:32]1[CH:40]=[CH:39][C:35](C(O)=O)=[CH:34][N:33]=1, predict the reaction product. The product is: [Br:31][C:32]1[N:33]=[C:34]([NH:25][C:19]([C:10]2[CH:9]=[C:8]([C:5]3[CH:4]=[CH:3][C:2]([F:1])=[CH:7][CH:6]=3)[N:12]([CH:13]3[CH2:18][CH2:17][CH2:16][CH2:15][O:14]3)[N:11]=2)=[O:21])[CH:35]=[CH:39][CH:40]=1. (2) Given the reactants C(N[C:6]1[N:14]=[C:13]2[C:9]([N:10]=[C:11]([O:22][CH3:23])[N:12]2[CH2:15][CH2:16][C@@H:17]2[CH2:21][CH2:20][O:19][CH2:18]2)=[C:8]([NH2:24])[N:7]=1)CCC.FC(F)(F)C(O)=O.[CH2:32]([O:36]C1NC(N)=C2C(N=1)=NC(OC)=N2)[CH2:33][CH2:34][CH3:35].BrCC[C@@H]1CCOC1, predict the reaction product. The product is: [CH2:32]([O:36][C:6]1[N:14]=[C:13]2[C:9]([N:10]=[C:11]([O:22][CH3:23])[N:12]2[CH2:15][CH2:16][C@@H:17]2[CH2:21][CH2:20][O:19][CH2:18]2)=[C:8]([NH2:24])[N:7]=1)[CH2:33][CH2:34][CH3:35]. (3) Given the reactants [Br:1][C:2]1[CH:9]=[CH:8][C:5]([CH2:6]Br)=[CH:4][CH:3]=1.[NH:10]1[CH2:15][CH2:14][CH:13]([NH:16]C(=O)OC(C)(C)C)[CH2:12][CH2:11]1, predict the reaction product. The product is: [Br:1][C:2]1[CH:9]=[CH:8][C:5]([CH2:6][N:10]2[CH2:15][CH2:14][CH:13]([NH2:16])[CH2:12][CH2:11]2)=[CH:4][CH:3]=1. (4) Given the reactants [OH-].[K+].[CH:3]1([CH:8]([C:14]([O:16]CC)=[O:15])[C:9]([O:11][CH2:12][CH3:13])=[O:10])[CH2:7][CH2:6][CH2:5][CH2:4]1.Cl, predict the reaction product. The product is: [CH:3]1([CH:8]([C:9]([O:11][CH2:12][CH3:13])=[O:10])[C:14]([OH:16])=[O:15])[CH2:4][CH2:5][CH2:6][CH2:7]1. (5) Given the reactants Br[C:2]1[CH:7]=[CH:6][C:5]([O:8][CH3:9])=[CH:4][C:3]=1[F:10].[Li]CCCC.CN([CH:19]=[O:20])C.[NH4+].[Cl-], predict the reaction product. The product is: [F:10][C:3]1[CH:4]=[C:5]([O:8][CH3:9])[CH:6]=[CH:7][C:2]=1[CH:19]=[O:20].